This data is from Full USPTO retrosynthesis dataset with 1.9M reactions from patents (1976-2016). The task is: Predict the reactants needed to synthesize the given product. Given the product [Cl:1][C:2]1[CH:7]=[CH:6][C:5]([S:8][CH2:9][CH2:10][C:11]([OH:13])=[O:12])=[C:4]([NH:15][S:16]([C:19]2[CH:24]=[CH:23][C:22]([Cl:25])=[CH:21][C:20]=2[F:26])(=[O:18])=[O:17])[CH:3]=1, predict the reactants needed to synthesize it. The reactants are: [Cl:1][C:2]1[CH:7]=[CH:6][C:5]([S:8][CH2:9][CH2:10][C:11]([O:13]C)=[O:12])=[C:4]([NH:15][S:16]([C:19]2[CH:24]=[CH:23][C:22]([Cl:25])=[CH:21][C:20]=2[F:26])(=[O:18])=[O:17])[CH:3]=1.O[Li].O.Cl.